From a dataset of Reaction yield outcomes from USPTO patents with 853,638 reactions. Predict the reaction yield, written as a fraction of the theoretical maximum amount of product (1.0 means a 100% yield; for example, 0.34 means a 34% yield). (1) The reactants are [CH3:1][O:2][C:3](=[O:29])[NH:4][C@H:5]([C:9]([N:11]1[CH2:15][C:14]([CH3:16])=[CH:13][C@H:12]1[C:17]1[NH:18][CH:19]=[C:20]([C:22]2[CH:27]=[CH:26][C:25](Br)=[CH:24][CH:23]=2)[N:21]=1)=[O:10])[CH:6]([CH3:8])[CH3:7].[B:30]1([B:30]2[O:34][C:33]([CH3:36])([CH3:35])[C:32]([CH3:38])([CH3:37])[O:31]2)[O:34][C:33]([CH3:36])([CH3:35])[C:32]([CH3:38])([CH3:37])[O:31]1.C([O-])(=O)C.[K+]. The catalyst is O1CCOCC1.C1C=CC(P(C2C=CC=CC=2)[C-]2C=CC=C2)=CC=1.C1C=CC(P(C2C=CC=CC=2)[C-]2C=CC=C2)=CC=1.Cl[Pd]Cl.[Fe+2]. The product is [CH3:1][O:2][C:3](=[O:29])[NH:4][C@H:5]([C:9]([N:11]1[CH2:15][C:14]([CH3:16])=[CH:13][C@H:12]1[C:17]1[NH:18][CH:19]=[C:20]([C:22]2[CH:27]=[CH:26][C:25]([B:30]3[O:34][C:33]([CH3:36])([CH3:35])[C:32]([CH3:38])([CH3:37])[O:31]3)=[CH:24][CH:23]=2)[N:21]=1)=[O:10])[CH:6]([CH3:8])[CH3:7]. The yield is 0.540. (2) The reactants are Br[C:2]1[C:3]([O:10][CH3:11])=[N:4][CH:5]=[C:6]([Cl:9])[C:7]=1[CH3:8].[CH3:12][O:13][C:14]1[C:19]([O:20][CH3:21])=[C:18]([O:22][CH3:23])[CH:17]=[C:16]([CH3:24])[C:15]=1B(O)O.[C:28](=O)([O-])[O-:29].[K+].[K+].C1(P(C2CCCCC2)C2CCCCC2)CCCCC1.[C]=O. The catalyst is [Pd](Cl)Cl.O1CCCC1. The product is [CH3:12][O:13][C:14]1[C:19]([O:20][CH3:21])=[C:18]([O:22][CH3:23])[CH:17]=[C:16]([CH3:24])[C:15]=1[C:28]([C:2]1[C:3]([O:10][CH3:11])=[N:4][CH:5]=[C:6]([Cl:9])[C:7]=1[CH3:8])=[O:29]. The yield is 0.200. (3) The reactants are [CH:1]([O:14][CH:15]1[CH2:20][CH2:19][NH:18][CH2:17][CH2:16]1)([C:8]1[CH:13]=[CH:12][CH:11]=[CH:10][CH:9]=1)[C:2]1[CH:7]=[CH:6][CH:5]=[CH:4][CH:3]=1.[CH:21]([C:23]1[C:24]([C:28]([O:30][CH2:31][CH3:32])=[O:29])=[N:25][NH:26][CH:27]=1)=O.C(O[BH-](OC(=O)C)OC(=O)C)(=O)C.[Na+]. The catalyst is ClCCl. The product is [CH:1]([O:14][CH:15]1[CH2:20][CH2:19][N:18]([CH2:21][C:23]2[C:24]([C:28]([O:30][CH2:31][CH3:32])=[O:29])=[N:25][NH:26][CH:27]=2)[CH2:17][CH2:16]1)([C:8]1[CH:13]=[CH:12][CH:11]=[CH:10][CH:9]=1)[C:2]1[CH:3]=[CH:4][CH:5]=[CH:6][CH:7]=1. The yield is 0.830. (4) The reactants are [CH3:1][C:2]1[O:6][C:5]([C:7]([F:10])([F:9])[F:8])=[C:4]([C:11]([O:13]CC)=[O:12])[CH:3]=1.[OH-].[Na+]. The catalyst is C(O)C. The product is [CH3:1][C:2]1[O:6][C:5]([C:7]([F:8])([F:9])[F:10])=[C:4]([C:11]([OH:13])=[O:12])[CH:3]=1. The yield is 0.940. (5) The reactants are Br[C:2]1[CH:7]=[CH:6][C:5]([C:8]2[O:9][CH:10]=[CH:11][N:12]=2)=[CH:4][CH:3]=1.[NH:13]1[CH2:18][CH2:17][CH2:16][CH:15]([OH:19])[CH2:14]1. No catalyst specified. The product is [O:9]1[CH:10]=[CH:11][N:12]=[C:8]1[C:5]1[CH:6]=[CH:7][C:2]([N:13]2[CH2:18][CH2:17][CH2:16][CH:15]([OH:19])[CH2:14]2)=[CH:3][CH:4]=1. The yield is 0.450. (6) The yield is 0.970. The catalyst is C(O)(=O)C. The product is [CH2:1]([O:3][C:4]1[C:5]([O:14][CH3:15])=[CH:6][C:7]([C:8]([O:10][CH3:11])=[O:9])=[C:12]([N+:23]([O-:25])=[O:24])[CH:13]=1)[CH3:2]. The reactants are [CH2:1]([O:3][C:4]1[CH:13]=[CH:12][C:7]([C:8]([O:10][CH3:11])=[O:9])=[CH:6][C:5]=1[O:14][CH3:15])[CH3:2].C(OC(=O)C)(=O)C.[N+:23]([O-])([OH:25])=[O:24]. (7) The reactants are [CH3:1][O:2][C:3]1[CH:4]=[C:5]([S:9](Cl)(=[O:11])=[O:10])[CH:6]=[CH:7][CH:8]=1.[F:13][C:14]1[CH:19]=[C:18]([F:20])[CH:17]=[CH:16][C:15]=1[C:21]1[CH:26]=[C:25]([F:27])[CH:24]=[CH:23][C:22]=1[CH:28]([NH2:30])[CH3:29].C(N(CC)CC)C. No catalyst specified. The product is [F:13][C:14]1[CH:19]=[C:18]([F:20])[CH:17]=[CH:16][C:15]=1[C:21]1[CH:26]=[C:25]([F:27])[CH:24]=[CH:23][C:22]=1[CH:28]([NH:30][S:9]([C:5]1[CH:6]=[CH:7][CH:8]=[C:3]([O:2][CH3:1])[CH:4]=1)(=[O:11])=[O:10])[CH3:29]. The yield is 0.830. (8) The reactants are C([O:5][C:6](=[O:31])[C:7]1[CH:12]=[CH:11][C:10]([N:13]([S:22]([C:25]2[CH:30]=[CH:29][CH:28]=[CH:27][CH:26]=2)(=[O:24])=[O:23])[CH2:14][C:15]2[CH:20]=[CH:19][C:18]([Cl:21])=[CH:17][CH:16]=2)=[CH:9][CH:8]=1)(C)(C)C. The catalyst is FC(F)(F)C(O)=O.ClCCl. The product is [C:25]1([S:22]([N:13]([CH2:14][C:15]2[CH:16]=[CH:17][C:18]([Cl:21])=[CH:19][CH:20]=2)[C:10]2[CH:11]=[CH:12][C:7]([C:6]([OH:31])=[O:5])=[CH:8][CH:9]=2)(=[O:24])=[O:23])[CH:26]=[CH:27][CH:28]=[CH:29][CH:30]=1. The yield is 0.620. (9) The reactants are [F:1][C:2]([F:30])([C:20]1[CH:21]=[N:22][C:23]([C:26]([F:29])([F:28])[F:27])=[CH:24][CH:25]=1)[CH2:3][N:4]1[CH2:9][CH2:8][CH:7]([NH:10][C:11]2[C:12]3[CH:19]=[CH:18][NH:17][C:13]=3[N:14]=[CH:15][N:16]=2)[CH2:6][CH2:5]1.[ClH:31].CCOCC. The catalyst is CO. The product is [ClH:31].[F:30][C:2]([F:1])([C:20]1[CH:21]=[N:22][C:23]([C:26]([F:28])([F:29])[F:27])=[CH:24][CH:25]=1)[CH2:3][N:4]1[CH2:9][CH2:8][CH:7]([NH:10][C:11]2[C:12]3[CH:19]=[CH:18][NH:17][C:13]=3[N:14]=[CH:15][N:16]=2)[CH2:6][CH2:5]1. The yield is 1.00.